Predict the reaction yield, written as a fraction of the theoretical maximum amount of product (1.0 means a 100% yield; for example, 0.34 means a 34% yield). From a dataset of Reaction yield outcomes from USPTO patents with 853,638 reactions. (1) The reactants are [NH2:1][C:2]1[O:6][N:5]=[C:4]([CH3:7])[C:3]=1[Br:8].[C:9]1([S:15]([C:18]2[CH:19]=[C:20]([S:23](Cl)(=[O:25])=[O:24])[S:21][CH:22]=2)(=[O:17])=[O:16])[CH:14]=[CH:13][CH:12]=[CH:11][CH:10]=1. No catalyst specified. The product is [Br:8][C:3]1[C:4]([CH3:7])=[N:5][O:6][C:2]=1[NH:1][S:23]([C:20]1[S:21][CH:22]=[C:18]([S:15]([C:9]2[CH:14]=[CH:13][CH:12]=[CH:11][CH:10]=2)(=[O:17])=[O:16])[CH:19]=1)(=[O:24])=[O:25]. The yield is 0.260. (2) The reactants are [NH2:1][C:2]1[C:11]2[C:6](=[C:7](Br)[CH:8]=[CH:9][CH:10]=2)[N:5]=[N:4][C:3]=1[C:13]([NH:15][CH2:16][CH2:17][CH3:18])=[O:14].[NH:19]1[C:27]2[C:22](=[CH:23][C:24](B(O)O)=[CH:25][CH:26]=2)[CH:21]=[CH:20]1. No catalyst specified. The product is [NH2:1][C:2]1[C:11]2[C:6](=[C:7]([C:24]3[CH:23]=[C:22]4[C:27](=[CH:26][CH:25]=3)[NH:19][CH:20]=[CH:21]4)[CH:8]=[CH:9][CH:10]=2)[N:5]=[N:4][C:3]=1[C:13]([NH:15][CH2:16][CH2:17][CH3:18])=[O:14]. The yield is 0.951. (3) The reactants are [Cl:1][C:2]1[N:7]=[C:6]([C:8]2[NH:9][C:10]3[C:15]([CH:16]=2)=[C:14]([F:17])[CH:13]=[CH:12][CH:11]=3)[C:5]([NH2:18])=[CH:4][CH:3]=1.Br[C:20]#[N:21]. The catalyst is CO. The product is [Cl:1][C:2]1[CH:3]=[CH:4][C:5]2[N:18]=[C:20]([NH2:21])[N:9]3[C:10]4[CH:11]=[CH:12][CH:13]=[C:14]([F:17])[C:15]=4[CH:16]=[C:8]3[C:6]=2[N:7]=1. The yield is 0.550. (4) The reactants are [N+:1]([O-:4])(O)=[O:2].[Br:5][C:6]1[CH:11]=[CH:10][C:9]([CH:12]([CH3:14])[CH3:13])=[CH:8][CH:7]=1. No catalyst specified. The product is [Br:5][C:6]1[CH:11]=[CH:10][C:9]([CH:12]([CH3:14])[CH3:13])=[CH:8][C:7]=1[N+:1]([O-:4])=[O:2]. The yield is 0.840.